Dataset: Peptide-MHC class II binding affinity with 134,281 pairs from IEDB. Task: Regression. Given a peptide amino acid sequence and an MHC pseudo amino acid sequence, predict their binding affinity value. This is MHC class II binding data. The peptide sequence is GEVEIQFRRVKCKYP. The MHC is DRB3_0202 with pseudo-sequence DRB3_0202. The binding affinity (normalized) is 0.0518.